This data is from Experimentally validated miRNA-target interactions with 360,000+ pairs, plus equal number of negative samples. The task is: Binary Classification. Given a miRNA mature sequence and a target amino acid sequence, predict their likelihood of interaction. (1) The miRNA is mmu-miR-3108-5p with sequence GUCUCUAAAGCUAGACGUUCCGG. The protein sequence of the target gene is MADGQVAELLLRRLEASDGGLDSAELAAELGMEHQAVVGAVKSLQALGEVIEAELRSTKHWELTAEGEEIAREGSHEARVFRSIPPEGLAQSELMRLPSGKVGFSKAMSNKWIRVDKSAADGPRVFRVVDSMEDEVQRRLQLVRGGQAEKLGEKERSELRKRKLLAEVTLKTYWVSKGSAFSTSISKQETELSPEMISSGSWRDRPFKPYNFLAHGVLPDSGHLHPLLKVRSQFRQIFLEMGFTEMPTDNFIESSFWNFDALFQPQQHPARDQHDTFFLRDPAEALQLPMDYVQRVKRTH.... Result: 0 (no interaction). (2) The protein sequence of the target gene is MAQQRALPQSKETLLQSYNKRLKDDIKSIMDNFTEIIKTAKIEDETQVSRATQGEQDNYEMHVRAANIVRAGESLMKLVSDLKQFLILNDFPSVNEAIDQRNQQLRALQEECDRKLITLRDEVSIDLYELEEEYYSSSSSLCEANDLPLCEAYWRLDLDADSADGLSAPLLASPETGAGPLQSAAPVHSHGGGPGPTEHT. The miRNA is hsa-miR-6895-5p with sequence CAGGGCCAGGCACAGAGUAAG. Result: 0 (no interaction). (3) The miRNA is mmu-miR-181d-5p with sequence AACAUUCAUUGUUGUCGGUGGGU. The protein sequence of the target gene is MHLRLISWLFIILNFMEYIGSQNASRGRRQRRMHPNVSQGCQGGCATCSDYNGCLSCKPRLFFALERIGMKQIGVCLSSCPSGYYGTRYPDINKCTKCKADCDTCFNKNFCTKCKSGFYLHLGKCLDNCPEGLEANNHTMECVSIVHCEVSEWNPWSPCTKKGKTCGFKRGTETRVREIIQHPSAKGNLCPPTNETRKCTVQRKKCQKGERGKKGRERKRKKPNKGESKEAIPDSKSLESSKEIPEQRENKQQQKKRKVQDKQKSVSVSTVH. Result: 0 (no interaction). (4) The miRNA is mmu-miR-3057-5p with sequence AUUGGAGCUGAGAUUCUGCGGGAU. The protein sequence of the target gene is MEEKYGGDARPGPGGGLGPVDVPSARLTRYILLLCLTKCLKAVGLFESYDLLKAVHIVQFIFILKLGTAFFMVLFQKPFSSGKPITKHQWIKIFKHAVAGCIISLLWFFGLTLCGPLRTLLLFEHSDIVVISLLSVLFTSSGGGPAKTRGAAFFIIAVICLLLFDNDDLMAKMAEHPEGHHDSALTHMLYTAIAFLGVADHKGGVLLLVLALCCKVGFHTASRKLSIDVGGAKRLQALSQLVSVFLLCPWVIVLSVTTESKVESWFSLIMPFTTVIFFVMILDFYMDSVCSVKMDVSKCA.... Result: 0 (no interaction).